Predict the product of the given reaction. From a dataset of Forward reaction prediction with 1.9M reactions from USPTO patents (1976-2016). (1) Given the reactants [F:1][C:2]1[CH:7]=[CH:6][C:5]([C:8]2[N:9]=[C:10]([N:21]3[CH:25]=[CH:24][N:23]=[C:22]3[CH3:26])[O:11][C:12]=2[CH2:13][CH2:14][CH2:15][C:16](OCC)=[O:17])=[CH:4][CH:3]=1.[H-].[Al+3].[Li+].[H-].[H-].[H-].O, predict the reaction product. The product is: [F:1][C:2]1[CH:3]=[CH:4][C:5]([C:8]2[N:9]=[C:10]([N:21]3[CH:25]=[CH:24][N:23]=[C:22]3[CH3:26])[O:11][C:12]=2[CH2:13][CH2:14][CH2:15][CH2:16][OH:17])=[CH:6][CH:7]=1. (2) Given the reactants [F:1][C:2]1[CH:7]=[CH:6][C:5]([CH:8]([OH:23])[CH:9]([CH2:13][C:14]2[O:15][C:16]([C:19]([F:22])([F:21])[F:20])=[CH:17][CH:18]=2)C(O)=O)=[CH:4][CH:3]=1.C1(P(N=[N+]=[N-])(C2C=CC=CC=2)=O)C=CC=CC=1.C([N:43]([CH2:46]C)CC)C.[OH2:48], predict the reaction product. The product is: [F:1][C:2]1[CH:3]=[CH:4][C:5]([CH:8]2[O:23][C:46](=[O:48])[NH:43][CH:9]2[CH2:13][C:14]2[O:15][C:16]([C:19]([F:20])([F:21])[F:22])=[CH:17][CH:18]=2)=[CH:6][CH:7]=1. (3) Given the reactants [N:1]([CH2:4][C:5]1[N:10]=[CH:9][C:8]2[O:11][CH2:12][CH2:13][O:14][C:7]=2[CH:6]=1)=[N+]=[N-].[H][H], predict the reaction product. The product is: [O:14]1[C:7]2[CH:6]=[C:5]([CH2:4][NH2:1])[N:10]=[CH:9][C:8]=2[O:11][CH2:12][CH2:13]1. (4) Given the reactants [CH:1]1([CH2:6][C@H:7]([NH:19][C:20]([C:22]2[O:23][CH:24]=[CH:25][CH:26]=2)=[O:21])[C:8](=[O:18])[NH:9][CH:10]2[CH2:16][CH2:15][CH2:14][NH:13][CH2:12][CH:11]2[OH:17])[CH2:5][CH2:4][CH2:3][CH2:2]1.C(=O)(O)[O-].[Na+].[N:32]1[CH:37]=[CH:36][CH:35]=[CH:34][C:33]=1[S:38](Cl)(=[O:40])=[O:39], predict the reaction product. The product is: [CH:1]1([CH2:6][C@H:7]([NH:19][C:20]([C:22]2[O:23][CH:24]=[CH:25][CH:26]=2)=[O:21])[C:8](=[O:18])[NH:9][CH:10]2[CH2:16][CH2:15][CH2:14][N:13]([S:38]([C:33]3[CH:34]=[CH:35][CH:36]=[CH:37][N:32]=3)(=[O:40])=[O:39])[CH2:12][CH:11]2[OH:17])[CH2:5][CH2:4][CH2:3][CH2:2]1. (5) Given the reactants [CH3:1][O:2][C:3]1[N:8]=[C:7]2[N:9]=[CH:10][NH:11][C:6]2=[CH:5][C:4]=1[O:12][CH3:13].Cl[C:15]1([C:21]([O:23][CH3:24])=[O:22])[C:19](=[O:20])[CH:18]=[CH:17][S:16]1, predict the reaction product. The product is: [CH3:1][O:2][C:3]1[N:8]=[C:7]2[N:9]([C:17]3[S:16][C:15]([C:21]([O:23][CH3:24])=[O:22])=[C:19]([OH:20])[CH:18]=3)[CH:10]=[N:11][C:6]2=[CH:5][C:4]=1[O:12][CH3:13].